This data is from Catalyst prediction with 721,799 reactions and 888 catalyst types from USPTO. The task is: Predict which catalyst facilitates the given reaction. (1) Reactant: [C:1]([NH:4][C:5]1[S:6][C:7](/[CH:36]=[CH:37]/[C:38]([O:40]CC)=[O:39])=[C:8]([CH2:10][CH2:11][C:12]2[CH:17]=[CH:16][C:15]([NH:18]/[C:19](/[NH:28][C:29]([O:31][C:32]([CH3:35])([CH3:34])[CH3:33])=[O:30])=[N:20]/[C:21]([O:23][C:24]([CH3:27])([CH3:26])[CH3:25])=[O:22])=[CH:14][CH:13]=2)[N:9]=1)(=[O:3])[CH3:2].[OH-].[Na+].Cl. Product: [C:1]([NH:4][C:5]1[S:6][C:7](/[CH:36]=[CH:37]/[C:38]([OH:40])=[O:39])=[C:8]([CH2:10][CH2:11][C:12]2[CH:17]=[CH:16][C:15]([NH:18]/[C:19](/[NH:28][C:29]([O:31][C:32]([CH3:34])([CH3:33])[CH3:35])=[O:30])=[N:20]/[C:21]([O:23][C:24]([CH3:27])([CH3:26])[CH3:25])=[O:22])=[CH:14][CH:13]=2)[N:9]=1)(=[O:3])[CH3:2]. The catalyst class is: 12. (2) Product: [Cl:1][C:2]1[C:3]([C:13]2([Cl:16])[CH2:14][CH2:15]2)=[N:4][N:5]([CH3:12])[C:6]=1[C:7]([OH:9])=[O:8]. The catalyst class is: 8. Reactant: [Cl:1][C:2]1[C:3]([C:13]2([Cl:16])[CH2:15][CH2:14]2)=[N:4][N:5]([CH3:12])[C:6]=1[C:7]([O:9]CC)=[O:8].[OH-].[Na+].Cl.